From a dataset of Full USPTO retrosynthesis dataset with 1.9M reactions from patents (1976-2016). Predict the reactants needed to synthesize the given product. (1) Given the product [CH2:1]([O:3][C:4]([C:6]1[C:11](=[O:12])[N:10]([CH2:13][C:14]2[CH:19]=[CH:18][CH:17]=[CH:16][CH:15]=2)[C:9]2[S:20][CH:21]=[C:22]([CH3:23])[C:8]=2[C:7]=1[N:47]1[CH2:52][CH2:51][N:50]([C:53]([C:55]2[S:56][CH:57]=[CH:58][CH:59]=2)=[O:54])[CH2:49][CH2:48]1)=[O:5])[CH3:2], predict the reactants needed to synthesize it. The reactants are: [CH2:1]([O:3][C:4]([C:6]1[C:11](=[O:12])[N:10]([CH2:13][C:14]2[CH:19]=[CH:18][CH:17]=[CH:16][CH:15]=2)[C:9]2[S:20][CH:21]=[C:22]([CH3:23])[C:8]=2[C:7]=1O)=[O:5])[CH3:2].C(OC(C1C(=O)N(CC2C=CC=CC=2)C2SC=CC=2C=1[N:47]1[CH2:52][CH2:51][N:50]([C:53]([C:55]2[S:56][CH:57]=[CH:58][CH:59]=2)=[O:54])[CH2:49][CH2:48]1)=O)C. (2) Given the product [NH2:1][C:2]1[C:3]([C:12](=[O:15])[CH2:13][CH3:14])=[CH:4][CH:5]=[C:6]2[C:11]=1[N:10]=[CH:9][CH:8]=[CH:7]2, predict the reactants needed to synthesize it. The reactants are: [NH2:1][C:2]1[C:3]([CH:12]([OH:15])[CH2:13][CH3:14])=[CH:4][CH:5]=[C:6]2[C:11]=1[N:10]=[CH:9][CH:8]=[CH:7]2.